Dataset: Full USPTO retrosynthesis dataset with 1.9M reactions from patents (1976-2016). Task: Predict the reactants needed to synthesize the given product. Given the product [Cl:1][C:2]1[CH:10]=[C:9]2[C:5]([C:6]([CH:34]([OH:39])[C:35]([F:36])([F:37])[F:38])=[CH:7][N:8]2[S:11]([C:14]2[CH:19]=[CH:18][C:17]([O:20][CH3:21])=[C:16]([N:22]3[CH2:27][CH2:26][NH:25][CH2:24][CH2:23]3)[CH:15]=2)(=[O:13])=[O:12])=[CH:4][CH:3]=1, predict the reactants needed to synthesize it. The reactants are: [Cl:1][C:2]1[CH:10]=[C:9]2[C:5]([C:6]([C:34](=[O:39])[C:35]([F:38])([F:37])[F:36])=[CH:7][N:8]2[S:11]([C:14]2[CH:19]=[CH:18][C:17]([O:20][CH3:21])=[C:16]([N:22]3[CH2:27][CH2:26][N:25](C(=O)C(F)(F)F)[CH2:24][CH2:23]3)[CH:15]=2)(=[O:13])=[O:12])=[CH:4][CH:3]=1.[BH4-].[Na+].